From a dataset of Drug-target binding data from BindingDB using IC50 measurements. Regression. Given a target protein amino acid sequence and a drug SMILES string, predict the binding affinity score between them. We predict pIC50 (pIC50 = -log10(IC50 in M); higher means more potent). Dataset: bindingdb_ic50. (1) The small molecule is COC(=O)[C@@H]1C[C@H](CC(C)C)N(C(=O)c2c[nH]cn2)[C@@]12C(=O)Nc1ccc(F)cc12. The target protein (O75643) has sequence MADVTARSLQYEYKANSNLVLQADRSLIDRTRRDEPTGEVLSLVGKLEGTRMGDKAQRTKPQMQEERRAKRRKRDEDRHDINKMKGYTLLSEGIDEMVGIIYKPKTKETRETYEVLLSFIQAALGDQPRDILCGAADEVLAVLKNEKLRDKERRKEIDLLLGQTDDTRYHVLVNLGKKITDYGGDKEIQNMDDNIDETYGVNVQFESDEEEGDEDVYGEVREEASDDDMEGDEAVVRCTLSANLVASGELMSSKKKDLHPRDIDAFWLQRQLSRFYDDAIVSQKKADEVLEILKTASDDRECENQLVLLLGFNTFDFIKVLRQHRMMILYCTLLASAQSEAEKERIMGKMEADPELSKFLYQLHETEKEDLIREERSRRERVRQSRMDTDLETMDLDQGGEALAPRQVLDLEDLVFTQGSHFMANKRCQLPDGSFRRQRKGYEEVHVPALKPKPFGSEEQLLPVEKLPKYAQAGFEGFKTLNRIQSKLYRAALETDENLL.... The pIC50 is 6.4. (2) The small molecule is NC(=O)[C@@H]1CC[C@@H]2CN1C(=O)N2OS(=O)(=O)O. The target protein (P24735) has sequence MRDTRFPCLCGIAASTLLFATTPAIAGEAPADRLKALVDAAVQPVMKANDIPGLAVAISLKGEPHYFSYGLASKEDGRRVTPETLFEIGSVSKTFTATLAGYALTQDKMRLDDRASQHWPALQGSRFDGISLLDLATYTAGGLPLQFPDSVQKDQAQIRDYYRQWQPTYAPGSQRLYSNPSIGLFGYLAARSLGQPFERLMEQQVFPALGLEQTHLDVPEAALAQYAQGYGKDDRPLRVGPGPLDAEGYGVKTSAADLLRFVDANLHPERLDRPWAQALDATHRGYYKVGDMTQGLGWEAYDWPISLKRLQAGNSTPMALQPHRIARLPAPQALEGQRLLNKTGSTNGFGAYVAFVPGRDLGLVILANRNYPNAERVKIAYAILSGLEQQGKVPLKR. The pIC50 is 6.9.